Predict the reactants needed to synthesize the given product. From a dataset of Full USPTO retrosynthesis dataset with 1.9M reactions from patents (1976-2016). (1) Given the product [F:21][C:18]1[CH:17]=[CH:16][C:12]2[C:13](=[O:14])[N:23]([CH3:22])[CH2:24][CH2:25][O:26][C:11]=2[C:19]=1[F:20], predict the reactants needed to synthesize it. The reactants are: CCN(C(C)C)C(C)C.F[C:11]1[C:19]([F:20])=[C:18]([F:21])[CH:17]=[CH:16][C:12]=1[C:13](Cl)=[O:14].[CH3:22][NH:23][CH2:24][CH2:25][OH:26].[H-].[Na+]. (2) Given the product [CH2:1]([O:3][C:4]1[C:8]([CH2:9][CH2:10][CH2:11][O:12][C:26]2[CH:27]=[C:28]([O:30][CH3:31])[CH:29]=[CH:24][C:25]=2[CH2:32][CH2:33][C:34]([OH:36])=[O:35])=[CH:7][N:6]([C:13]2[CH:18]=[CH:17][C:16]([C:19]([F:21])([F:20])[F:22])=[CH:15][N:14]=2)[N:5]=1)[CH3:2], predict the reactants needed to synthesize it. The reactants are: [CH2:1]([O:3][C:4]1[C:8]([CH2:9][CH2:10][CH2:11][OH:12])=[CH:7][N:6]([C:13]2[CH:18]=[CH:17][C:16]([C:19]([F:22])([F:21])[F:20])=[CH:15][N:14]=2)[N:5]=1)[CH3:2].O[C:24]1[CH:29]=[C:28]([O:30][CH3:31])[CH:27]=[CH:26][C:25]=1[CH2:32][CH2:33][C:34]([O:36]CC)=[O:35].C(P(CCCC)CCCC)CCC.N(C(N1CCCCC1)=O)=NC(N1CCCCC1)=O. (3) Given the product [CH3:7][C:8]1[C:13]([O:14][CH3:15])=[C:12]([CH3:16])[C:11]([CH2:17][S:18]([C:19]2[N-:20][C:21]3[CH:22]=[CH:23][C:24]([O:28][CH3:29])=[CH:25][C:26]=3[N:27]=2)=[O:30])=[N:10][CH:9]=1.[CH3:7][C:8]1[C:13]([O:14][CH3:15])=[C:12]([CH3:16])[C:11]([CH2:17][S:18]([C:19]2[N-:20][C:21]3[CH:22]=[CH:23][C:24]([O:28][CH3:29])=[CH:25][C:26]=3[N:27]=2)=[O:30])=[N:10][CH:9]=1.[OH2:6].[OH2:14].[OH2:14].[Mg+2:1], predict the reactants needed to synthesize it. The reactants are: [Mg:1].ClCCl.C[OH:6].[CH3:7][C:8]1[CH:9]=[N:10][C:11]([CH2:17][S+:18]([O-:30])[C:19]2[NH:20][C:21]3[CH:22]=[CH:23][C:24]([O:28][CH3:29])=[CH:25][C:26]=3[N:27]=2)=[C:12]([CH3:16])[C:13]=1[O:14][CH3:15]. (4) Given the product [Cl:1][C:2]1[N:3]=[C:4]([N:14]2[CH2:19][CH2:18][O:17][CH2:16][CH2:15]2)[C:5]2[N:10]=[C:9]([C:11]([N:20]3[CH2:25][CH2:24][CH:23]([C:26]([OH:29])([CH3:28])[CH3:27])[CH2:22][CH2:21]3)=[O:13])[S:8][C:6]=2[N:7]=1, predict the reactants needed to synthesize it. The reactants are: [Cl:1][C:2]1[N:3]=[C:4]([N:14]2[CH2:19][CH2:18][O:17][CH2:16][CH2:15]2)[C:5]2[N:10]=[C:9]([C:11]([OH:13])=O)[S:8][C:6]=2[N:7]=1.[NH:20]1[CH2:25][CH2:24][CH:23]([C:26]([OH:29])([CH3:28])[CH3:27])[CH2:22][CH2:21]1.CN(C(ON1N=NC2C=CC=NC1=2)=[N+](C)C)C.F[P-](F)(F)(F)(F)F.CCN(C(C)C)C(C)C. (5) Given the product [O:11]1[C:4]2[CH:3]=[CH:2][CH:1]=[CH:6][C:5]=2[CH2:7][CH2:9][CH2:10]1, predict the reactants needed to synthesize it. The reactants are: [CH:1]1[CH:2]=[CH:3][C:4]2[O:11][CH2:10][CH2:9][C:7](=O)[C:5]=2[CH:6]=1. (6) Given the product [CH2:1]([O:3][C:4](=[O:24])[CH2:5][CH2:6][C:7]1[CH:12]=[CH:11][C:10]([O:13][C:14]2[CH:19]=[C:18]([O:20][CH3:21])[CH:17]=[CH:16][C:15]=2[CH3:22])=[CH:9][C:8]=1[CH3:23])[CH3:2], predict the reactants needed to synthesize it. The reactants are: [CH2:1]([O:3][C:4](=[O:24])[CH:5]=[CH:6][C:7]1[CH:12]=[CH:11][C:10]([O:13][C:14]2[CH:19]=[C:18]([O:20][CH3:21])[CH:17]=[CH:16][C:15]=2[CH3:22])=[CH:9][C:8]=1[CH3:23])[CH3:2].C(O)(=O)C.[H][H].